This data is from Reaction yield outcomes from USPTO patents with 853,638 reactions. The task is: Predict the reaction yield, written as a fraction of the theoretical maximum amount of product (1.0 means a 100% yield; for example, 0.34 means a 34% yield). (1) The reactants are [CH3:1][O:2][C:3]1[CH:8]=[CH:7][C:6]([S:9]([N:12]2[C:20]3[C:15](=[CH:16][C:17]([C:21]#[N:22])=[CH:18][CH:19]=3)[CH:14]=[CH:13]2)(=[O:11])=[O:10])=[CH:5][C:4]=1[N:23]1[CH2:28][CH2:27][N:26](C(=O)C(Cl)(Cl)Cl)[CH2:25][CH2:24]1.[OH-].[K+]. The catalyst is C1COCC1. The product is [CH3:1][O:2][C:3]1[CH:8]=[CH:7][C:6]([S:9]([N:12]2[C:20]3[C:15](=[CH:16][C:17]([C:21]#[N:22])=[CH:18][CH:19]=3)[CH:14]=[CH:13]2)(=[O:10])=[O:11])=[CH:5][C:4]=1[N:23]1[CH2:28][CH2:27][NH:26][CH2:25][CH2:24]1. The yield is 0.860. (2) The reactants are [NH2:1][C:2]1[CH:11]=[CH:10][C:5]2[N:6]=[C:7]([SH:9])[S:8][C:4]=2[CH:3]=1.C[O:13][C:14](=O)[CH2:15][N:16]=[C:17]=[S:18]. The catalyst is N1C=CC=CC=1. The product is [SH:9][C:7]1[S:8][C:4]2[CH:3]=[C:2]([N:1]3[C:14](=[O:13])[CH2:15][NH:16][C:17]3=[S:18])[CH:11]=[CH:10][C:5]=2[N:6]=1. The yield is 0.350. (3) The reactants are [CH3:1][S-:2].[Na+].[Br:4][C:5]1[CH:6]=[C:7]([S:11]([C:14]2[CH:15]=[C:16]([C:22]#[N:23])[S:17][C:18]=2[N+]([O-])=O)(=[O:13])=[O:12])[CH:8]=[CH:9][CH:10]=1.C(O)(=O)C. The catalyst is CCO.C1COCC1.C(OCC)C. The product is [Br:4][C:5]1[CH:6]=[C:7]([S:11]([C:14]2[CH:15]=[C:16]([C:22]#[N:23])[S:17][C:18]=2[S:2][CH3:1])(=[O:13])=[O:12])[CH:8]=[CH:9][CH:10]=1. The yield is 0.874. (4) The reactants are C(OC(=O)[C:5]([CH2:11][C:12]1([C:15]2[CH:20]=[C:19]([F:21])[CH:18]=[CH:17][C:16]=2[O:22][CH3:23])[CH2:14][CH2:13]1)([OH:10])[C:6]([F:9])([F:8])[F:7])C.[H-].[Al+3].[Li+].[H-].[H-].[H-]. The catalyst is C1COCC1. The product is [F:9][C:6]([F:7])([F:8])[C:5](=[O:10])[CH2:11][C:12]1([C:15]2[CH:20]=[C:19]([F:21])[CH:18]=[CH:17][C:16]=2[O:22][CH3:23])[CH2:13][CH2:14]1. The yield is 0.780. (5) The reactants are [CH:1]([C:4]1[CH:9]=[CH:8][C:7]([C:10]2[C:11]3[C:22]([CH3:23])=[CH:21][C:20]4[CH2:19][CH2:18][CH2:17][CH2:16][C:15]=4[C:12]=3[O:13][CH:14]=2)=[CH:6][CH:5]=1)([CH3:3])[CH3:2]. The catalyst is CO. The product is [CH:1]([C:4]1[CH:5]=[CH:6][C:7]([CH:10]2[CH2:14][O:13][C:12]3[C:15]4[CH2:16][CH2:17][CH2:18][CH2:19][C:20]=4[CH:21]=[C:22]([CH3:23])[C:11]2=3)=[CH:8][CH:9]=1)([CH3:3])[CH3:2]. The yield is 0.800. (6) The reactants are [F:1][C:2]1[CH:7]=[CH:6][C:5](B(O)O)=[CH:4][CH:3]=1.Br[C:12]1[S:13][CH:14]=[CH:15][N:16]=1.C([O-])([O-])=O.[Na+].[Na+]. The catalyst is C1(C)C=CC=CC=1.C(O)C.C1C=CC([P]([Pd]([P](C2C=CC=CC=2)(C2C=CC=CC=2)C2C=CC=CC=2)([P](C2C=CC=CC=2)(C2C=CC=CC=2)C2C=CC=CC=2)[P](C2C=CC=CC=2)(C2C=CC=CC=2)C2C=CC=CC=2)(C2C=CC=CC=2)C2C=CC=CC=2)=CC=1. The product is [F:1][C:2]1[CH:7]=[CH:6][C:5]([C:12]2[S:13][CH:14]=[CH:15][N:16]=2)=[CH:4][CH:3]=1. The yield is 0.820.